This data is from Forward reaction prediction with 1.9M reactions from USPTO patents (1976-2016). The task is: Predict the product of the given reaction. Given the reactants C(OC([NH:8][C:9]1[C:14]([NH:15]C(OC(C)(C)C)=O)=[CH:13][C:12]([S:23][S:24]([C:27]2[CH:32]=[CH:31][C:30]([CH3:33])=[CH:29][CH:28]=2)(=[O:26])=[O:25])=[C:11]([C:34]([CH3:37])([CH3:36])[CH3:35])[CH:10]=1)=O)(C)(C)C.Cl, predict the reaction product. The product is: [NH2:8][C:9]1[C:14]([NH2:15])=[CH:13][C:12]([S:23][S:24]([C:27]2[CH:32]=[CH:31][C:30]([CH3:33])=[CH:29][CH:28]=2)(=[O:26])=[O:25])=[C:11]([C:34]([CH3:37])([CH3:36])[CH3:35])[CH:10]=1.